From a dataset of NCI-60 drug combinations with 297,098 pairs across 59 cell lines. Regression. Given two drug SMILES strings and cell line genomic features, predict the synergy score measuring deviation from expected non-interaction effect. (1) Drug 1: CN1C(=O)N2C=NC(=C2N=N1)C(=O)N. Drug 2: CN(C(=O)NC(C=O)C(C(C(CO)O)O)O)N=O. Cell line: CCRF-CEM. Synergy scores: CSS=6.26, Synergy_ZIP=-2.76, Synergy_Bliss=-1.51, Synergy_Loewe=2.97, Synergy_HSA=-0.701. (2) Drug 1: CC1=C(C(=CC=C1)Cl)NC(=O)C2=CN=C(S2)NC3=CC(=NC(=N3)C)N4CCN(CC4)CCO. Drug 2: CC12CCC3C(C1CCC2O)C(CC4=C3C=CC(=C4)O)CCCCCCCCCS(=O)CCCC(C(F)(F)F)(F)F. Cell line: SF-295. Synergy scores: CSS=6.30, Synergy_ZIP=0.775, Synergy_Bliss=4.58, Synergy_Loewe=4.95, Synergy_HSA=4.14. (3) Drug 1: C1CCN(CC1)CCOC2=CC=C(C=C2)C(=O)C3=C(SC4=C3C=CC(=C4)O)C5=CC=C(C=C5)O. Drug 2: CC1C(C(CC(O1)OC2CC(OC(C2O)C)OC3=CC4=CC5=C(C(=O)C(C(C5)C(C(=O)C(C(C)O)O)OC)OC6CC(C(C(O6)C)O)OC7CC(C(C(O7)C)O)OC8CC(C(C(O8)C)O)(C)O)C(=C4C(=C3C)O)O)O)O. Cell line: BT-549. Synergy scores: CSS=46.0, Synergy_ZIP=-2.01, Synergy_Bliss=-5.21, Synergy_Loewe=-44.4, Synergy_HSA=-6.57.